Dataset: Forward reaction prediction with 1.9M reactions from USPTO patents (1976-2016). Task: Predict the product of the given reaction. (1) Given the reactants ClC1C(Cl)=C(Cl)C(Cl)=C2C=1C(=O)[N:5]([CH2:15][CH2:16][C:17]1([OH:33])[CH2:22][CH2:21][N:20]([C:23]3[N:28]=[C:27]([C:29]([F:32])([F:31])[F:30])[CH:26]=[CH:25][N:24]=3)[CH2:19][CH2:18]1)C2=O.C(N)CN, predict the reaction product. The product is: [NH2:5][CH2:15][CH2:16][C:17]1([OH:33])[CH2:18][CH2:19][N:20]([C:23]2[N:28]=[C:27]([C:29]([F:31])([F:32])[F:30])[CH:26]=[CH:25][N:24]=2)[CH2:21][CH2:22]1. (2) Given the reactants [Br:1][C:2]1[CH:7]=[CH:6][C:5]([NH:8][C:9]2[N:13]([CH3:14])[C:12]3[CH:15]=[CH:16][C:17]([O:19][C:20]4([C:26](O)=O)[CH:25]=[CH:24][CH:23]=[CH:22][NH:21]4)=[CH:18][C:11]=3[N:10]=2)=[CH:4][C:3]=1[CH3:29].[N:30]1([CH2:35][CH2:36][NH2:37])[CH2:34][CH2:33]C[CH2:31]1.CN([C:41]([O:45]N1N=NC2C=CC=CC1=2)=[N+](C)C)C.F[P-](F)(F)(F)(F)F.C(N(CC)C(C)C)(C)C, predict the reaction product. The product is: [Br:1][C:2]1[CH:7]=[CH:6][C:5]([NH:8][C:9]2[N:13]([CH3:14])[C:12]3[CH:15]=[CH:16][C:17]([O:19][C:20]4([CH:26]5[CH2:31][N:30]([CH2:35][CH2:36][NH:37][CH:41]=[O:45])[CH2:34][CH2:33]5)[CH:25]=[CH:24][CH:23]=[CH:22][NH:21]4)=[CH:18][C:11]=3[N:10]=2)=[CH:4][C:3]=1[CH3:29]. (3) Given the reactants Br[C:2]1[CH:8]=[CH:7][CH:6]=[CH:5][C:3]=1[NH2:4].CCN(CC)CC.C1(C2C=CC=CC=2)C=CC=CC=1P(C1CCCCC1)C1CCCCC1.[B]1OC(C)(C)C(C)(C)O1.Br[C:51]1[CH:56]=[CH:55][CH:54]=[CH:53][N:52]=1, predict the reaction product. The product is: [N:52]1[CH:53]=[CH:54][CH:55]=[CH:56][C:51]=1[C:2]1[CH:8]=[CH:7][CH:6]=[CH:5][C:3]=1[NH2:4]. (4) Given the reactants [NH2:1][C:2]1[C:3]([C:19]([NH2:21])=[O:20])=[CH:4][C:5]2[C:13]3[C:8](=[CH:9][CH:10]=[CH:11][CH:12]=3)[N:7]([CH2:14][C@@H:15]([NH2:17])[CH3:16])[C:6]=2[N:18]=1.C1CCC([N:28]=[C:29]=[N:30]C2CCCCC2)CC1.C(OC(NC(NC(OC(C)(C)C)=O)=S)=O)(C)(C)C.C(O)C(N)(CO)CO, predict the reaction product. The product is: [NH2:1][C:2]1[C:3]([C:19]([NH2:21])=[O:20])=[CH:4][C:5]2[C:13]3[C:8](=[CH:9][CH:10]=[CH:11][CH:12]=3)[N:7]([CH2:14][C@@H:15]([NH:17][C:29]([NH2:30])=[NH:28])[CH3:16])[C:6]=2[N:18]=1. (5) Given the reactants [CH:1]1([N:4]2[CH2:9][CH2:8][N:7]([C:10]3[N:15]=[N:14][C:13]([C:16]4[CH:21]=[CH:20][C:19]([NH2:22])=[CH:18][CH:17]=4)=[CH:12][CH:11]=3)[CH2:6][CH2:5]2)[CH2:3][CH2:2]1.[CH:23]1([C:26](Cl)=[O:27])[CH2:25][CH2:24]1, predict the reaction product. The product is: [CH:1]1([N:4]2[CH2:5][CH2:6][N:7]([C:10]3[N:15]=[N:14][C:13]([C:16]4[CH:21]=[CH:20][C:19]([NH:22][C:26]([CH:23]5[CH2:25][CH2:24]5)=[O:27])=[CH:18][CH:17]=4)=[CH:12][CH:11]=3)[CH2:8][CH2:9]2)[CH2:3][CH2:2]1. (6) Given the reactants [C:1]([O:5][C:6]([N:8]1[CH2:13][CH2:12][CH2:11][CH2:10][CH:9]1[CH2:14][C:15]([OH:17])=O)=[O:7])([CH3:4])([CH3:3])[CH3:2].C1(N=C=NC2CCCCC2)CCCCC1.[C:33]1([C:39]2NN=[N:41][N:40]=2)[CH:38]=[CH:37][CH:36]=[CH:35][CH:34]=1, predict the reaction product. The product is: [C:1]([O:5][C:6]([N:8]1[CH2:13][CH2:12][CH2:11][CH2:10][CH:9]1[CH2:14][C:15]1[O:17][C:39]([C:33]2[CH:38]=[CH:37][CH:36]=[CH:35][CH:34]=2)=[N:40][N:41]=1)=[O:7])([CH3:2])([CH3:3])[CH3:4]. (7) Given the reactants P(Cl)(Cl)Cl.[NH2:5][C:6]1[CH:24]=[CH:23][C:9]([O:10][C:11]2[CH:12]=[C:13]3[C:18](=[CH:19][CH:20]=2)[N:17]=[CH:16][N:15]([CH3:21])[C:14]3=[O:22])=[CH:8][CH:7]=1.[Cl:25][C:26]([Cl:31])([Cl:30])[C:27](O)=[O:28], predict the reaction product. The product is: [Cl:25][C:26]([Cl:31])([Cl:30])[C:27]([NH:5][C:6]1[CH:24]=[CH:23][C:9]([O:10][C:11]2[CH:12]=[C:13]3[C:18](=[CH:19][CH:20]=2)[N:17]=[CH:16][N:15]([CH3:21])[C:14]3=[O:22])=[CH:8][CH:7]=1)=[O:28].